Predict the reaction yield, written as a fraction of the theoretical maximum amount of product (1.0 means a 100% yield; for example, 0.34 means a 34% yield). From a dataset of Reaction yield outcomes from USPTO patents with 853,638 reactions. (1) The reactants are [CH3:1][O:2][C:3]([NH:5][N:6]([C:10]([N:12]1[CH2:16][CH2:15][CH2:14][CH:13]1[C:17]1[NH:18][C:19]([C:22]2[CH:27]=[CH:26][C:25](Br)=[CH:24][CH:23]=2)=[CH:20][N:21]=1)=[O:11])[CH:7]([CH3:9])[CH3:8])=[O:4].[CH3:29][C:30]1([CH3:46])[C:34]([CH3:36])([CH3:35])[O:33][B:32]([B:32]2[O:33][C:34]([CH3:36])([CH3:35])[C:30]([CH3:46])([CH3:29])[O:31]2)[O:31]1.CC([O-])=O.[K+]. The catalyst is O1CCOCC1. The product is [CH3:1][O:2][C:3]([NH:5][N:6]([CH:7]([CH3:9])[CH3:8])[C:10]([N:12]1[CH2:16][CH2:15][CH2:14][CH:13]1[C:17]1[NH:18][C:19]([C:22]2[CH:27]=[CH:26][C:25]([B:32]3[O:33][C:34]([CH3:36])([CH3:35])[C:30]([CH3:46])([CH3:29])[O:31]3)=[CH:24][CH:23]=2)=[CH:20][N:21]=1)=[O:11])=[O:4]. The yield is 0.960. (2) The reactants are [CH3:1][C@@:2]12[C:18](=O)[CH2:17][CH2:16][C@H:15]1[C@H:14]1[C@@H:5]([C:6]3[CH:7]=[CH:8][C:9]([OH:20])=[CH:10][C:11]=3[CH2:12][CH2:13]1)[CH2:4][CH2:3]2.NN.[OH-].[K+]. The catalyst is C(O)COCCO.C(O)CCC. The product is [CH3:1][C@:2]12[CH2:3][CH2:4][C@H:5]3[C@@H:14]([CH2:13][CH2:12][C:11]4[CH:10]=[C:9]([OH:20])[CH:8]=[CH:7][C:6]=43)[C@@H:15]1[CH2:16][CH2:17][CH2:18]2. The yield is 0.900. (3) The reactants are [OH:1][C:2]1[CH:7]=[CH:6][N:5]=[C:4]([NH:8][C:9](=[O:13])[CH2:10][O:11][CH3:12])[CH:3]=1.C1CCN2C(=NCCC2)CC1.F[C:26]1[CH:27]=[CH:28][C:29]([N+:36]([O-:38])=[O:37])=[C:30]2[C:35]=1[N:34]=[CH:33][CH:32]=[CH:31]2.O. The catalyst is CC#N. The product is [CH3:12][O:11][CH2:10][C:9]([NH:8][C:4]1[CH:3]=[C:2]([O:1][C:26]2[CH:27]=[CH:28][C:29]([N+:36]([O-:38])=[O:37])=[C:30]3[C:35]=2[N:34]=[CH:33][CH:32]=[CH:31]3)[CH:7]=[CH:6][N:5]=1)=[O:13]. The yield is 0.820.